Dataset: Reaction yield outcomes from USPTO patents with 853,638 reactions. Task: Predict the reaction yield, written as a fraction of the theoretical maximum amount of product (1.0 means a 100% yield; for example, 0.34 means a 34% yield). The reactants are [CH:1]([C:3]1[N:8]=[C:7]2[NH:9][CH:10]=[C:11]([C:12]#[N:13])[C:6]2=[CH:5][CH:4]=1)=[CH2:2].[C:14]([C:18]1[CH:19]=[C:20]2[C:25](=[C:26]([F:28])[CH:27]=1)[C:24](=[O:29])[N:23]([C:30]1[C:38]3[CH2:37][O:36]B(O)[C:34]=3[CH:33]=[CH:32][CH:31]=1)[N:22]=[CH:21]2)([CH3:17])([CH3:16])[CH3:15].N1C=CC=CC=1.[NH4+].[Cl-]. The catalyst is C([O-])(=O)C.[Cu+2].C([O-])(=O)C.ClCCCl. The product is [C:14]([C:18]1[CH:19]=[C:20]2[C:25](=[C:26]([F:28])[CH:27]=1)[C:24](=[O:29])[N:23]([C:30]1[C:38]([CH2:37][OH:36])=[C:34]([N:9]3[C:7]4=[N:8][C:3]([CH:1]=[CH2:2])=[CH:4][CH:5]=[C:6]4[C:11]([C:12]#[N:13])=[CH:10]3)[CH:33]=[CH:32][CH:31]=1)[N:22]=[CH:21]2)([CH3:17])([CH3:15])[CH3:16]. The yield is 0.130.